This data is from hERG Central: cardiac toxicity at 1µM, 10µM, and general inhibition. The task is: Predict hERG channel inhibition at various concentrations. (1) The molecule is COc1ccc(C)cc1NC(=O)C(Sc1nnc2ccccn12)c1ccccc1. Results: hERG_inhib (hERG inhibition (general)): blocker. (2) The molecule is CCCOc1ccc(C(=O)OCCN(CC)CC)cc1N.Cl. Results: hERG_inhib (hERG inhibition (general)): blocker. (3) The molecule is Cc1cccn2c(=O)c3cc(C#N)c(=N)n(CCCN4CCOCC4)c3nc12. Results: hERG_inhib (hERG inhibition (general)): blocker. (4) The compound is Cc1cccc2sc(N(CCCN(C)C)C(=O)c3ccc(Cl)s3)nc12.Cl. Results: hERG_inhib (hERG inhibition (general)): blocker. (5) The molecule is Cc1ccc(-n2ncc3c2CC(C)(C)CC3NC(=O)CCn2cncn2)cc1. Results: hERG_inhib (hERG inhibition (general)): blocker. (6) The molecule is Cn1c(=O)[nH]c(=O)c2c1nc(Sc1nc3ccccc3[nH]1)n2CCc1ccccc1. Results: hERG_inhib (hERG inhibition (general)): blocker. (7) The drug is Cc1nc2c(-c3ccc(F)cc3)c(C)nn2c(C)c1CCC(=O)N1CCOCC1. Results: hERG_inhib (hERG inhibition (general)): blocker. (8) The compound is O=C(CCC(=O)N1CCOc2ccccc21)NC1CCN(Cc2ccccc2)CC1. Results: hERG_inhib (hERG inhibition (general)): blocker. (9) The molecule is C1=C[C@@H]2CCN(Cc3ccccc3)Cc3cccc(c32)C1. Results: hERG_inhib (hERG inhibition (general)): blocker.